From a dataset of Reaction yield outcomes from USPTO patents with 853,638 reactions. Predict the reaction yield, written as a fraction of the theoretical maximum amount of product (1.0 means a 100% yield; for example, 0.34 means a 34% yield). The reactants are [OH:1][CH2:2][C:3]1[CH:4]=[C:5]([CH:8]=[CH:9][CH:10]=1)[C:6]#[N:7].[H-].[H-].[H-].[H-].[Li+].[Al+3].O. The catalyst is C1COCC1. The product is [NH2:7][CH2:6][C:5]1[CH:4]=[C:3]([CH:10]=[CH:9][CH:8]=1)[CH2:2][OH:1]. The yield is 0.400.